This data is from Forward reaction prediction with 1.9M reactions from USPTO patents (1976-2016). The task is: Predict the product of the given reaction. (1) Given the reactants [Br:1][C:2]1[CH:3]=[C:4]([NH2:10])[C:5]([O:8][CH3:9])=[N:6][CH:7]=1.[F:11][C:12]([F:19])([F:18])[CH2:13][S:14](Cl)(=[O:16])=[O:15], predict the reaction product. The product is: [Br:1][C:2]1[CH:3]=[C:4]([NH:10][S:14]([CH2:13][C:12]([F:19])([F:18])[F:11])(=[O:16])=[O:15])[C:5]([O:8][CH3:9])=[N:6][CH:7]=1. (2) Given the reactants Br[C:2]1[CH:3]=[C:4]2[C:9](=[CH:10][CH:11]=1)[CH:8]=[N:7][CH:6]=[C:5]2[Cl:12].C(O[Na])(C)(C)C.Cl.[NH:20]1[CH2:24][CH2:23][CH:22]([OH:25])[CH2:21]1, predict the reaction product. The product is: [Cl:12][C:5]1[C:4]2[C:9](=[CH:10][CH:11]=[C:2]([N:20]3[CH2:24][CH2:23][CH:22]([OH:25])[CH2:21]3)[CH:3]=2)[CH:8]=[N:7][CH:6]=1. (3) The product is: [O:1]=[C:2]1[N:8]([CH:9]2[CH2:10][CH2:11][N:12]([C:15]([O:17][C@H:18]([CH2:19][C:20]3[CH:25]=[C:24]([C:26]([F:29])([F:27])[F:28])[C:23]([NH2:30])=[C:22]([Cl:31])[CH:21]=3)[C:32](=[O:33])[N:42]3[CH2:41][CH2:40][N:39]([CH:45]4[CH2:50][CH2:49][NH:48][CH2:47][CH2:46]4)[CH2:44][CH2:43]3)=[O:16])[CH2:13][CH2:14]2)[CH2:7][CH2:6][C:5]2[CH:35]=[CH:36][CH:37]=[CH:38][C:4]=2[NH:3]1. Given the reactants [O:1]=[C:2]1[N:8]([CH:9]2[CH2:14][CH2:13][N:12]([C:15]([O:17][C@@H:18]([C:32](O)=[O:33])[CH2:19][C:20]3[CH:25]=[C:24]([C:26]([F:29])([F:28])[F:27])[C:23]([NH2:30])=[C:22]([Cl:31])[CH:21]=3)=[O:16])[CH2:11][CH2:10]2)[CH2:7][CH2:6][C:5]2[CH:35]=[CH:36][CH:37]=[CH:38][C:4]=2[NH:3]1.[N:39]1([CH:45]2[CH2:50][CH2:49][N:48](C(OCC3C=CC=CC=3)=O)[CH2:47][CH2:46]2)[CH2:44][CH2:43][NH:42][CH2:41][CH2:40]1.CN(C(ON1N=NC2C=CC=CC1=2)=[N+](C)C)C.[B-](F)(F)(F)F.C(N(CC)CC)C.C([O-])([O-])=O.[K+].[K+], predict the reaction product. (4) Given the reactants [N:1]1([CH:7]2[CH2:12][CH2:11][N:10]([CH2:13][C:14]3[C:15]([C:31]4[CH:36]=[CH:35][CH:34]=[C:33]([C:37]([F:40])([F:39])[F:38])[CH:32]=4)=[N:16][C:17]4[C:22]([C:23]=3[C:24](O)=[O:25])=[CH:21][CH:20]=[C:19]([S:27]([CH3:30])(=[O:29])=[O:28])[CH:18]=4)[CH2:9][CH2:8]2)[CH2:6][CH2:5][CH2:4][CH2:3][CH2:2]1.[C:41]1([C@@H:47]([NH2:49])[CH3:48])[CH:46]=[CH:45][CH:44]=[CH:43][CH:42]=1.C1C=CC2N(O)N=NC=2C=1.C(N(CC)C(C)C)(C)C, predict the reaction product. The product is: [N:1]1([CH:7]2[CH2:12][CH2:11][N:10]([CH2:13][C:14]3[C:15]([C:31]4[CH:36]=[CH:35][CH:34]=[C:33]([C:37]([F:40])([F:38])[F:39])[CH:32]=4)=[N:16][C:17]4[C:22]([C:23]=3[C:24]([NH:49][C@H:47]([C:41]3[CH:46]=[CH:45][CH:44]=[CH:43][CH:42]=3)[CH3:48])=[O:25])=[CH:21][CH:20]=[C:19]([S:27]([CH3:30])(=[O:28])=[O:29])[CH:18]=4)[CH2:9][CH2:8]2)[CH2:2][CH2:3][CH2:4][CH2:5][CH2:6]1. (5) Given the reactants Cl.[NH2:2][C@H:3]([C:8]([OH:10])=[O:9])[CH2:4][CH2:5][CH2:6][NH2:7].P([O-])([O-])([O-])=O.[Ca+2].P([O-])([O-])([O-])=O.[Ca+2].[Ca+2], predict the reaction product. The product is: [NH2:2][C@H:3]([C:8]([OH:10])=[O:9])[CH2:4][CH2:5][CH2:6][NH2:7].